From a dataset of Forward reaction prediction with 1.9M reactions from USPTO patents (1976-2016). Predict the product of the given reaction. Given the reactants [F:1][C:2]1[CH:3]=[C:4]2[C:8](=[CH:9][CH:10]=1)[N:7]([CH3:11])[CH:6]=[C:5]2[C:12]([OH:14])=O.[N:15]1([CH2:21][CH2:22][CH2:23][O:24][C:25]2[CH:30]=[CH:29][C:28]([N:31]3[CH2:36][CH2:35][NH:34][CH2:33][CH2:32]3)=[CH:27][CH:26]=2)[CH2:20][CH2:19][CH2:18][CH2:17][CH2:16]1.F[P-](F)(F)(F)(F)F.N1(O[P+](N2CCCC2)(N2CCCC2)N2CCCC2)C2C=CC=CC=2N=N1, predict the reaction product. The product is: [F:1][C:2]1[CH:3]=[C:4]2[C:8](=[CH:9][CH:10]=1)[N:7]([CH3:11])[CH:6]=[C:5]2[C:12]([N:34]1[CH2:35][CH2:36][N:31]([C:28]2[CH:27]=[CH:26][C:25]([O:24][CH2:23][CH2:22][CH2:21][N:15]3[CH2:16][CH2:17][CH2:18][CH2:19][CH2:20]3)=[CH:30][CH:29]=2)[CH2:32][CH2:33]1)=[O:14].